From a dataset of Forward reaction prediction with 1.9M reactions from USPTO patents (1976-2016). Predict the product of the given reaction. Given the reactants [NH:1]1[CH:5]=[C:4]([CH2:6][CH2:7]O)[CH:3]=[N:2]1.[NH2:9][C:10]1[CH:15]=[C:14]([Cl:16])[CH:13]=[CH:12][C:11]=1[SH:17].C1C=CC(P(C2C=CC=CC=2)C2C=CC=CC=2)=CC=1.CC(OC(/N=N/C(OC(C)(C)C)=O)=O)(C)C, predict the reaction product. The product is: [NH:1]1[CH:5]=[C:4]([CH2:6][CH2:7][S:17][C:11]2[CH:12]=[CH:13][C:14]([Cl:16])=[CH:15][C:10]=2[NH2:9])[CH:3]=[N:2]1.